Dataset: Catalyst prediction with 721,799 reactions and 888 catalyst types from USPTO. Task: Predict which catalyst facilitates the given reaction. (1) Product: [CH3:30][O:29][C:27](=[O:28])[CH2:26][O:17][C:12]1[CH:13]=[CH:14][CH:15]=[C:16]2[C:11]=1[CH:10]=[C:9]([CH3:18])[N:8]2[CH2:7][C:2]1[CH:3]=[CH:4][CH:5]=[CH:6][C:1]=1[C:19]1[CH:24]=[CH:23][CH:22]=[CH:21][CH:20]=1. Reactant: [C:1]1([C:19]2[CH:24]=[CH:23][CH:22]=[CH:21][CH:20]=2)[CH:6]=[CH:5][CH:4]=[CH:3][C:2]=1[CH2:7][N:8]1[C:16]2[C:11](=[C:12]([OH:17])[CH:13]=[CH:14][CH:15]=2)[CH:10]=[C:9]1[CH3:18].Br[CH2:26][C:27]([O:29][CH3:30])=[O:28].[H-].[Na+]. The catalyst class is: 3. (2) Reactant: [C:1]([O:11]C)(=O)[C@H:2]([C:4]1[CH:9]=[CH:8][CH:7]=[CH:6][CH:5]=1)[OH:3].[CH3:13][NH2:14]. Product: [OH:3][C@@H:2]([C:4]1[CH:9]=[CH:8][CH:7]=[CH:6][CH:5]=1)[C:1]([NH:14][CH3:13])=[O:11]. The catalyst class is: 5.